The task is: Predict the product of the given reaction.. This data is from Forward reaction prediction with 1.9M reactions from USPTO patents (1976-2016). (1) Given the reactants [C:1]([O:5][N:6]=[C:7]1[C:16]2[C:11](=[CH:12][CH:13]=[C:14](Br)[CH:15]=2)[O:10][C:9]([C:18]2[N:19]=[CH:20][C:21]3[C:26]([CH:27]=2)=[CH:25][CH:24]=[CH:23][CH:22]=3)=[CH:8]1)([CH3:4])([CH3:3])[CH3:2].[CH3:28][N:29](C)C=O, predict the reaction product. The product is: [C:1]([O:5][N:6]=[C:7]1[C:16]2[C:11](=[CH:12][CH:13]=[C:14]([C:28]#[N:29])[CH:15]=2)[O:10][C:9]([C:18]2[N:19]=[CH:20][C:21]3[C:26]([CH:27]=2)=[CH:25][CH:24]=[CH:23][CH:22]=3)=[CH:8]1)([CH3:4])([CH3:3])[CH3:2]. (2) Given the reactants [O:1]1[CH:5]=[CH:4][CH:3]=[CH:2]1.[CH:6]([S:8]([O:11][CH3:12])(=[O:10])=[O:9])=[CH2:7], predict the reaction product. The product is: [CH:5]12[O:1][CH:2]([CH:6]([S:8]([O:11][CH3:12])(=[O:10])=[O:9])[CH2:7]1)[CH:3]=[CH:4]2.